This data is from Experimentally validated miRNA-target interactions with 360,000+ pairs, plus equal number of negative samples. The task is: Binary Classification. Given a miRNA mature sequence and a target amino acid sequence, predict their likelihood of interaction. (1) The miRNA is hsa-miR-711 with sequence GGGACCCAGGGAGAGACGUAAG. The protein sequence of the target gene is MAAAEEGCGVGVEDDRELEELLESALDDFDKAKPSPEHAPTISAPDASGPQKRAPGDTAKDALFASQEKFFQELFDSELASQATAEFEKAMKELAEEEPHLVEQFQKLSEAAGRVGSDASSQQEFTSCLKETLSGLAKNATELQNSGMSEEELMKAMEGLGMDEGDGEASILPIMQSIMQNLLSKDVLYPSLKEITEKYPEWLQSHQDSTPPEQFEKYQQQHSVMVKICEQFEAETPTDSEATQRARFEAMLDLMQQLQALGHPPKELAGEMPPGLNFDLDALNLSGPPGANGEQCLIM. Result: 0 (no interaction). (2) The miRNA is hsa-miR-331-3p with sequence GCCCCUGGGCCUAUCCUAGAA. The protein sequence of the target gene is MSESKSGPEYASFFAVMGASAAMVFSALGAAYGTAKSGTGIAAMSVMRPEQIMKSIIPVVMAGIIAIYGLVVAVLIANSLNDDISLYKSFLQLGAGLSVGLSGLAAGFAIGIVGDAGVRGTAQQPRLFVGMILILIFAEVLGLYGLIVALILSTK. Result: 0 (no interaction). (3) The miRNA is hsa-miR-6791-3p with sequence UGCCUCCUUGGUCUCCGGCAG. The protein sequence of the target gene is MDNSAQKNERTGKHPRRASEVQKGFTAAYPTQSSIPFKSQASVIPESEKKGFNSQAKRFPHKKNDIPGPGFYNVIHQSPVSNSVSLSKKGTCMFPSMCARLDTIISKYPAANAYTIPSDFISKRDFSNSCSSMFQLPSFMKALKFETPAPNYYNASVSCCKQRNNVCTRAGFMSKTQRGSFAFADKGPPPGHYDINESLVKQSPNTLMSCFKSKTNRGLKLTSTGPGPGYYNPSDCTKVPKKTLFPKNPILNFSAQPSPLPPKPPFPGPGQYEIVDYLGPRKHFISSASFVSNTSRWTAA.... Result: 1 (interaction). (4) The miRNA is rno-miR-206-3p with sequence UGGAAUGUAAGGAAGUGUGUGG. The protein sequence of the target gene is MAALASSLIRQKREVREPGGSRPVSAQRRVCPRGTKSLCQKQLLILLSKVRLCGGRPARPDRGPEPQLKGIVTKLFCRQGFYLQANPDGSIQGTPEDTSSFTHFNLIPVGLRVVTIQSAKLGHYMAMNAEGLLYSSPHFTAECRFKECVFENYYVLYASALYRQRRSGRAWYLGLDKEGQVMKGNRVKKTKAAAHFLPKLLEVAMYQEPSLHSVPEASPSSPPAP. Result: 0 (no interaction). (5) The miRNA is mmu-miR-3093-5p with sequence CGCACCCCGCGGAGCUCACACU. The protein sequence of the target gene is MAEEQVNRSAGLAPDCEASATAETTVSSVGTCEAAGKSPEPKDYDSTCVFCRIAGRQDPGTELLHCENEDLICFKDIKPAATHHYLVVPKKHIGNCRTLRKDQVELVENMVTVGKTILERNNFTDFTNVRMGFHMPPFCSISHLHLHVLAPVDQLGFLSKLVYRVNSYWFITADHLIEKLRT. Result: 0 (no interaction). (6) The miRNA is hsa-miR-6890-3p with sequence CCACUGCCUAUGCCCCACAG. The protein sequence of the target gene is MAATEISVLSEQFTKIKELELMPEKGLKEEEKDGVCREKDHRSPSELEAERTSGAFQDSVLEEEVELVLAPSEESEKYILTLQTVHFTSEAVELQDMSLLSIQQQEGVQVVVQQPGPGLLWLEEGPRQSLQQCVAISIQQELYSPQEMEVLQFHALEENVMVASEDSKLAVSLAETTGLIKLEEEQEKNQLLAERTKEQLFFVETMSGDERSDEIVLTVSNSNVEEQEDQPTAGQADAEKAKSTKNQRKTKGAKGTFHCDVCMFTSSRMSSFNRHMKTHTSEKPHLCHLCLKTFRTVTLL.... Result: 1 (interaction).